From a dataset of hERG potassium channel inhibition data for cardiac toxicity prediction from Karim et al.. Regression/Classification. Given a drug SMILES string, predict its toxicity properties. Task type varies by dataset: regression for continuous values (e.g., LD50, hERG inhibition percentage) or binary classification for toxic/non-toxic outcomes (e.g., AMES mutagenicity, cardiotoxicity, hepatotoxicity). Dataset: herg_karim. (1) The compound is CC(C)Oc1ccc(-c2nc(-c3cccc4c3OCCN(C(CO)CO)C4)no2)cc1C#N. The result is 1 (blocker). (2) The compound is CCS(=O)(=O)c1cc2cc(CC(O)(CC(C)(C)c3ccc(F)cc3C(N)=O)C(F)(F)F)[nH]c2cn1. The result is 0 (non-blocker).